Dataset: Peptide-MHC class II binding affinity with 134,281 pairs from IEDB. Task: Regression. Given a peptide amino acid sequence and an MHC pseudo amino acid sequence, predict their binding affinity value. This is MHC class II binding data. (1) The peptide sequence is FLATRIFGRRSIPVN. The MHC is DRB1_1301 with pseudo-sequence DRB1_1301. The binding affinity (normalized) is 0.936. (2) The peptide sequence is PFSRIRDGLQYGWKT. The MHC is HLA-DQA10201-DQB10303 with pseudo-sequence HLA-DQA10201-DQB10303. The binding affinity (normalized) is 0. (3) The peptide sequence is TSLYVRASGRVTVST. The MHC is DRB1_1101 with pseudo-sequence DRB1_1101. The binding affinity (normalized) is 0.826. (4) The peptide sequence is GNDMPGGYCLERWML. The MHC is DRB1_0101 with pseudo-sequence DRB1_0101. The binding affinity (normalized) is 0.399.